The task is: Predict which catalyst facilitates the given reaction.. This data is from Catalyst prediction with 721,799 reactions and 888 catalyst types from USPTO. Reactant: [NH2:1][C:2]1[C:6]2[C:7](=[O:19])[N:8]([C:12]3[CH:17]=[CH:16][CH:15]=[CH:14][C:13]=3[CH3:18])[CH:9]=[C:10](Br)[C:5]=2[NH:4][N:3]=1.[CH3:20][N:21]1[CH:25]=[C:24](B2OC(C)(C)C(C)(C)O2)[CH:23]=[N:22]1.C(=O)([O-])[O-].[Na+].[Na+].CN(C)C=O. Product: [NH2:1][C:2]1[C:6]2[C:7](=[O:19])[N:8]([C:12]3[CH:17]=[CH:16][CH:15]=[CH:14][C:13]=3[CH3:18])[CH:9]=[C:10]([C:24]3[CH:23]=[N:22][N:21]([CH3:20])[CH:25]=3)[C:5]=2[NH:4][N:3]=1. The catalyst class is: 103.